Dataset: Forward reaction prediction with 1.9M reactions from USPTO patents (1976-2016). Task: Predict the product of the given reaction. (1) Given the reactants O[C@@:2]1([C:19](Cl)(Cl)Cl)[CH2:7][CH2:6][N:5]([C:8]([O:10][CH2:11][C:12]2[CH:17]=[CH:16][CH:15]=[CH:14][CH:13]=2)=[O:9])[C@@H:4]([CH3:18])[CH2:3]1.[CH2:23]1[O:40]CCOCCOCCOCCOCCOC1.[N-:41]=[N+:42]=[N-:43].[Na+].N12CCCN=C1CCCCC2.C[OH:57], predict the reaction product. The product is: [N:41]([C@:2]1([C:19]([O:40][CH3:23])=[O:57])[CH2:7][CH2:6][N:5]([C:8]([O:10][CH2:11][C:12]2[CH:17]=[CH:16][CH:15]=[CH:14][CH:13]=2)=[O:9])[C@@H:4]([CH3:18])[CH2:3]1)=[N+:42]=[N-:43]. (2) Given the reactants [C:1]([C:3]1[CH:8]=[C:7]([N+:9]([O-:11])=[O:10])[C:6](OS(C(F)(F)F)(=O)=O)=[C:5]([CH3:20])[CH:4]=1)#[N:2].[CH3:21][S:22]([C:25]1[CH:26]=[C:27]([C:34]([CH3:46])([CH3:45])[CH2:35][C:36]([C:41]([F:44])([F:43])[F:42])([OH:40])[CH2:37][C:38]#[CH:39])[C:28]2[O:32][CH2:31][CH2:30][C:29]=2[CH:33]=1)(=[O:24])=[O:23], predict the reaction product. The product is: [OH:40][C:36]([C:41]([F:43])([F:44])[F:42])([CH2:35][C:34]([C:27]1[C:28]2[O:32][CH2:31][CH2:30][C:29]=2[CH:33]=[C:25]([S:22]([CH3:21])(=[O:24])=[O:23])[CH:26]=1)([CH3:45])[CH3:46])[CH2:37][C:38]#[C:39][C:6]1[C:7]([N+:9]([O-:11])=[O:10])=[CH:8][C:3]([C:1]#[N:2])=[CH:4][C:5]=1[CH3:20]. (3) Given the reactants O=[S:2]1(=[O:29])[C:6]2[CH:7]=[CH:8][CH:9]=[CH:10][C:5]=2[C:4]2[CH:11]=[C:12]([NH:15][C:16]([O:18]CC3C=CC([N+]([O-])=O)=CC=3)=O)[CH:13]=[CH:14][C:3]1=2.O=S1C2C=CC=CC=2C2C=C(NC(OCC3C=CC([N+]([O-])=O)=CC=3)=O)C=CC1=2.[CH3:58][NH:59][CH2:60][CH2:61][C:62]1[CH:67]=[CH:66][N:65]=[CH:64][CH:63]=1, predict the reaction product. The product is: [O:29]=[S:2]1[C:6]2[CH:7]=[CH:8][CH:9]=[CH:10][C:5]=2[C:4]2[CH:11]=[C:12]([NH:15][C:16]([N:59]([CH2:60][CH2:61][C:62]3[CH:67]=[CH:66][N:65]=[CH:64][CH:63]=3)[CH3:58])=[O:18])[CH:13]=[CH:14][C:3]1=2. (4) Given the reactants [Cl:1][C:2]1[CH:19]=[CH:18][C:17]([C:20]([F:23])([F:22])[F:21])=[CH:16][C:3]=1[C:4]([NH:6][C@H:7]1[CH2:12][CH2:11][C@H:10]([C@@H:13]([OH:15])[CH3:14])[CH2:9][CH2:8]1)=[O:5].CCN(C(C)C)C(C)C, predict the reaction product. The product is: [C:13]([C@H:10]1[CH2:11][CH2:12][C@H:7]([NH:6][C:4](=[O:5])[C:3]2[CH:16]=[C:17]([C:20]([F:21])([F:22])[F:23])[CH:18]=[CH:19][C:2]=2[Cl:1])[CH2:8][CH2:9]1)(=[O:15])[CH3:14]. (5) Given the reactants [CH:1]([C@H:3]1[CH2:8][CH2:7][CH2:6][CH2:5][N:4]1[C:9]([O:11][C:12]([CH3:15])([CH3:14])[CH3:13])=[O:10])=[O:2].[Cl:16][C:17]1[CH:18]=[C:19](Br)[CH:20]=[C:21]([F:23])[CH:22]=1.O, predict the reaction product. The product is: [Cl:16][C:17]1[CH:18]=[C:19]([C@H:1]([OH:2])[C@H:3]2[CH2:8][CH2:7][CH2:6][CH2:5][N:4]2[C:9]([O:11][C:12]([CH3:15])([CH3:14])[CH3:13])=[O:10])[CH:20]=[C:21]([F:23])[CH:22]=1. (6) Given the reactants Br[C:2]1[C:11]2[C:6](=[CH:7][C:8]([F:13])=[CH:9][C:10]=2[F:12])[N:5]=[C:4]([N:14]2[CH2:18][CH2:17][CH2:16][C:15]2=[O:19])[C:3]=1[CH3:20].[CH3:21][C:22]1([CH3:37])[C:26]2=[N:27][CH:28]=[C:29]([N:31]3[CH2:36][CH2:35][O:34][CH2:33][CH2:32]3)[CH:30]=[C:25]2[NH:24][CH2:23]1, predict the reaction product. The product is: [CH3:21][C:22]1([CH3:37])[C:26]2=[N:27][CH:28]=[C:29]([N:31]3[CH2:36][CH2:35][O:34][CH2:33][CH2:32]3)[CH:30]=[C:25]2[N:24]([C:2]2[C:11]3[C:6](=[CH:7][C:8]([F:13])=[CH:9][C:10]=3[F:12])[N:5]=[C:4]([N:14]3[CH2:18][CH2:17][CH2:16][C:15]3=[O:19])[C:3]=2[CH3:20])[CH2:23]1. (7) Given the reactants CO.Cl[C:4]1[C:9]([N+:10]([O-:12])=[O:11])=[CH:8][CH:7]=[C:6]([Cl:13])[N:5]=1.C(N(CC)CC)C.[CH3:21][S:22][C:23]1[CH:29]=[CH:28][C:26]([NH2:27])=[CH:25][CH:24]=1, predict the reaction product. The product is: [CH3:21][S:22][C:23]1[CH:29]=[CH:28][C:26]([NH:27][C:4]2[C:9]([N+:10]([O-:12])=[O:11])=[CH:8][CH:7]=[C:6]([Cl:13])[N:5]=2)=[CH:25][CH:24]=1. (8) Given the reactants CC1C(N2CCN(C(C3C=CC(I)=CC=3)=O)CC2)=NC=C(C)C=1.C(C1CN(CC2C=CC(OC)=CC=2)C(=O)N1)(C)C.[CH3:42][C:43]1[C:44]([N:50]2[CH2:55][CH2:54][N:53]([C:56]([C:58]3[CH:63]=[CH:62][C:61]([N:64]4[CH:68]([CH:69]([CH3:71])[CH3:70])[CH2:67][N:66](CC5C=CC(OC)=CC=5)[C:65]4=[O:81])=[CH:60][CH:59]=3)=[O:57])[CH2:52][CH2:51]2)=[N:45][CH:46]=[C:47]([CH3:49])[CH:48]=1, predict the reaction product. The product is: [CH3:42][C:43]1[C:44]([N:50]2[CH2:51][CH2:52][N:53]([C:56]([C:58]3[CH:59]=[CH:60][C:61]([N:64]4[CH:68]([CH:69]([CH3:70])[CH3:71])[CH2:67][NH:66][C:65]4=[O:81])=[CH:62][CH:63]=3)=[O:57])[CH2:54][CH2:55]2)=[N:45][CH:46]=[C:47]([CH3:49])[CH:48]=1.